Dataset: NCI-60 drug combinations with 297,098 pairs across 59 cell lines. Task: Regression. Given two drug SMILES strings and cell line genomic features, predict the synergy score measuring deviation from expected non-interaction effect. (1) Drug 1: COC1=CC(=CC(=C1O)OC)C2C3C(COC3=O)C(C4=CC5=C(C=C24)OCO5)OC6C(C(C7C(O6)COC(O7)C8=CC=CS8)O)O. Drug 2: C1=NC2=C(N1)C(=S)N=CN2. Cell line: PC-3. Synergy scores: CSS=24.2, Synergy_ZIP=-9.47, Synergy_Bliss=-5.20, Synergy_Loewe=-8.80, Synergy_HSA=-2.24. (2) Cell line: CCRF-CEM. Drug 1: C1=CC(=CC=C1CC(C(=O)O)N)N(CCCl)CCCl.Cl. Synergy scores: CSS=60.5, Synergy_ZIP=-2.50, Synergy_Bliss=-3.88, Synergy_Loewe=-11.6, Synergy_HSA=-3.23. Drug 2: C1=NC2=C(N1)C(=S)N=CN2.